Dataset: Forward reaction prediction with 1.9M reactions from USPTO patents (1976-2016). Task: Predict the product of the given reaction. Given the reactants [NH2:1][CH2:2][C@@H:3]1[C@H:8]([CH3:9])[CH2:7][CH2:6][CH2:5][N:4]1[C:10]([C:12]1[CH:17]=[C:16]([CH3:18])[CH:15]=[CH:14][C:13]=1[C:19]1[N:24]=[CH:23][CH:22]=[CH:21][N:20]=1)=[O:11].Br[C:26]1[CH:31]=[CH:30][C:29]([CH3:32])=[CH:28][N:27]=1, predict the reaction product. The product is: [CH3:9][C@@H:8]1[CH2:7][CH2:6][CH2:5][N:4]([C:10]([C:12]2[CH:17]=[C:16]([CH3:18])[CH:15]=[CH:14][C:13]=2[C:19]2[N:20]=[CH:21][CH:22]=[CH:23][N:24]=2)=[O:11])[C@@H:3]1[CH2:2][NH:1][C:26]1[CH:31]=[CH:30][C:29]([CH3:32])=[CH:28][N:27]=1.